Dataset: Reaction yield outcomes from USPTO patents with 853,638 reactions. Task: Predict the reaction yield, written as a fraction of the theoretical maximum amount of product (1.0 means a 100% yield; for example, 0.34 means a 34% yield). (1) The reactants are [NH2:1][C:2]1[CH:9]=[CH:8][CH:7]=[C:6]([CH:10]2[CH2:12][CH2:11]2)[C:3]=1[C:4]#[N:5].[C:13]([N:21]=C=O)(=[O:20])C1C=CC=CC=1.[OH-].[Na+]. The catalyst is O1CCOCC1. The product is [NH2:5][C:4]1[C:3]2[C:2](=[CH:9][CH:8]=[CH:7][C:6]=2[CH:10]2[CH2:11][CH2:12]2)[NH:1][C:13](=[O:20])[N:21]=1. The yield is 0.124. (2) The reactants are C([N:8](CC1C=CC=CC=1)[C:9]1([CH2:13][NH:14][C:15]2[C:24]3[C:19](=[CH:20][CH:21]=[C:22]([CH3:25])[CH:23]=3)[N:18]=[C:17]([N:26]3[CH2:32][C:31]4[CH:33]=[CH:34][C:35]([O:37][C:38]5[CH:43]=[CH:42][CH:41]=[CH:40][CH:39]=5)=[CH:36][C:30]=4[S:29](=[O:45])(=[O:44])[CH2:28][CH2:27]3)[CH:16]=2)[CH2:12][O:11][CH2:10]1)C1C=CC=CC=1.FC(F)(F)C(O)=O. The yield is 0.152. The catalyst is CO.[OH-].[OH-].[Pd+2]. The product is [NH2:8][C:9]1([CH2:13][NH:14][C:15]2[C:24]3[C:19](=[CH:20][CH:21]=[C:22]([CH3:25])[CH:23]=3)[N:18]=[C:17]([N:26]3[CH2:32][C:31]4[CH:33]=[CH:34][C:35]([O:37][C:38]5[CH:43]=[CH:42][CH:41]=[CH:40][CH:39]=5)=[CH:36][C:30]=4[S:29](=[O:44])(=[O:45])[CH2:28][CH2:27]3)[CH:16]=2)[CH2:12][O:11][CH2:10]1. (3) The catalyst is C1COCC1. The product is [Cl:1][C:2]1[CH:7]=[CH:6][N:5]=[C:4]2[CH:8]=[C:9]([C:21]([C:17]3[O:16][CH:20]=[CH:19][CH:18]=3)=[O:22])[S:10][C:3]=12. The reactants are [Cl:1][C:2]1[CH:7]=[CH:6][N:5]=[C:4]2[CH:8]=[CH:9][S:10][C:3]=12.[Li]CCCC.[O:16]1[CH:20]=[CH:19][CH:18]=[C:17]1[C:21](Cl)=[O:22]. The yield is 0.230. (4) The reactants are Cl.Cl.[Cl:3][C:4]1[C:9]2[N:10]([C:16]3[CH:21]=[CH:20][CH:19]=[CH:18][CH:17]=3)[C:11]([C@@H:13]([NH2:15])[CH3:14])=[N:12][C:8]=2[CH:7]=[CH:6][C:5]=1[F:22].Cl[C:24]1[N:32]=[CH:31][N:30]=[C:29]2[C:25]=1[N:26]=[CH:27][N:28]2[CH:33]1[CH2:38][CH2:37][CH2:36][CH2:35][O:34]1.CCN(C(C)C)C(C)C. The catalyst is C(O)CCC. The product is [Cl:3][C:4]1[C:9]2[N:10]([C:16]3[CH:17]=[CH:18][CH:19]=[CH:20][CH:21]=3)[C:11]([C@@H:13]([NH:15][C:24]3[N:32]=[CH:31][N:30]=[C:29]4[C:25]=3[N:26]=[CH:27][N:28]4[CH:33]3[CH2:38][CH2:37][CH2:36][CH2:35][O:34]3)[CH3:14])=[N:12][C:8]=2[CH:7]=[CH:6][C:5]=1[F:22]. The yield is 0.820. (5) The reactants are Cl[C:2]1[NH:11][C:10](=[O:12])[C:9]2[C:4](=[CH:5][CH:6]=[CH:7][CH:8]=2)[N:3]=1.[NH2:13][NH2:14].C(O)(=O)C. The catalyst is O. The product is [NH:13]([C:2]1[NH:11][C:10](=[O:12])[C:9]2[C:4](=[CH:5][CH:6]=[CH:7][CH:8]=2)[N:3]=1)[NH2:14]. The yield is 0.740. (6) The reactants are [F:1][C:2]1[C:7]([NH:8][C:9]([NH:11][C:12]2[CH:17]=[CH:16][CH:15]=[CH:14][CH:13]=2)=[O:10])=[CH:6][C:5]([C:18]2[C:19](=[O:39])[N:20]([CH:36]([CH3:38])[CH3:37])[C:21]3[C:26]([CH:27]=2)=[CH:25][N:24]=[C:23]([NH:28][C:29](=[O:35])[O:30][C:31](C)([CH3:33])[CH3:32])[CH:22]=3)=[C:4]([CH3:40])[CH:3]=1.Cl.O1CCOCC1.ClC(OC(C)=C)=O. The catalyst is CO.O.N1C=CC=CC=1. The product is [F:1][C:2]1[C:7]([NH:8][C:9]([NH:11][C:12]2[CH:13]=[CH:14][CH:15]=[CH:16][CH:17]=2)=[O:10])=[CH:6][C:5]([C:18]2[C:19](=[O:39])[N:20]([CH:36]([CH3:38])[CH3:37])[C:21]3[C:26]([CH:27]=2)=[CH:25][N:24]=[C:23]([NH:28][C:29](=[O:35])[O:30][C:31]([CH3:33])=[CH2:32])[CH:22]=3)=[C:4]([CH3:40])[CH:3]=1. The yield is 0.900. (7) The reactants are Br[C:2]1[CH:3]=[C:4]2[C:9](=[CH:10][CH:11]=1)[N:8]=[CH:7][N:6]([C:12]1[CH:17]=[CH:16][CH:15]=[CH:14][CH:13]=1)[C:5]2=[O:18].[F:19][C:20]1[CH:25]=[CH:24][C:23]([C:26]2[O:27][C:28]3[CH:38]=[C:37]([N:39]([CH3:44])[S:40]([CH3:43])(=[O:42])=[O:41])[C:36](B4OC(C)(C)C(C)(C)O4)=[CH:35][C:29]=3[C:30]=2[C:31]([NH:33][CH3:34])=[O:32])=[CH:22][CH:21]=1.[O-]P([O-])([O-])=O.[K+].[K+].[K+]. The catalyst is CN(C)C=O.C1C=CC(P(C2C=CC=CC=2)[C-]2C=CC=C2)=CC=1.C1C=CC(P(C2C=CC=CC=2)[C-]2C=CC=C2)=CC=1.Cl[Pd]Cl.[Fe+2]. The product is [F:19][C:20]1[CH:25]=[CH:24][C:23]([C:26]2[O:27][C:28]3[CH:38]=[C:37]([N:39]([CH3:44])[S:40]([CH3:43])(=[O:41])=[O:42])[C:36]([C:2]4[CH:3]=[C:4]5[C:9](=[CH:10][CH:11]=4)[N:8]=[CH:7][N:6]([C:12]4[CH:17]=[CH:16][CH:15]=[CH:14][CH:13]=4)[C:5]5=[O:18])=[CH:35][C:29]=3[C:30]=2[C:31]([NH:33][CH3:34])=[O:32])=[CH:22][CH:21]=1. The yield is 0.100. (8) The reactants are Cl[C:2]1[N:7]=[C:6]([N:8]([C:16]([O:18][C:19]([CH3:22])([CH3:21])[CH3:20])=[O:17])[C:9]([O:11][C:12]([CH3:15])([CH3:14])[CH3:13])=[O:10])[N:5]=[C:4]2[N:23]([CH2:29][C:30]3[CH:35]=[CH:34][C:33]([O:36][CH3:37])=[CH:32][CH:31]=3)[N:24]=[C:25]([CH2:26][CH2:27]O)[C:3]=12.C(N(CC)CC)C.C[S:46](Cl)(=O)=O. The catalyst is ClCCl.C(OCC)(=O)C. The product is [CH3:37][O:36][C:33]1[CH:34]=[CH:35][C:30]([CH2:29][N:23]2[C:4]3[C:3]4[C:25]([CH2:26][CH2:27][S:46][C:2]=4[N:7]=[C:6]([N:8]([C:9]([O:11][C:12]([CH3:13])([CH3:15])[CH3:14])=[O:10])[C:16]([O:18][C:19]([CH3:21])([CH3:22])[CH3:20])=[O:17])[N:5]=3)=[N:24]2)=[CH:31][CH:32]=1. The yield is 0.740. (9) The reactants are [Cl:1][C:2]1[CH:12]=[CH:11][CH:10]=[C:4]2[C:5]([O:7][C:8](=O)[C:3]=12)=[O:6].C([NH2:15])=O. The catalyst is O. The product is [Cl:1][C:2]1[CH:12]=[CH:11][CH:10]=[C:4]2[C:3]=1[C:8](=[O:7])[NH:15][C:5]2=[O:6]. The yield is 0.860. (10) The reactants are O=C1C2C(=CC=CC=2)C(=O)[N:3]1[CH2:12][C:13]1[CH:18]=[CH:17][C:16]([NH:19][C:20](=[O:39])[C:21]2[CH:26]=[CH:25][C:24]([CH3:27])=[C:23]([C:28]#[C:29][C:30]3[N:34]4[N:35]=[CH:36][CH:37]=[CH:38][C:33]4=[N:32][CH:31]=3)[CH:22]=2)=[CH:15][C:14]=1[C:40]([F:43])([F:42])[F:41].O.NN.C(=O)(O)[O-].[K+]. The catalyst is O1CCCC1. The product is [NH2:3][CH2:12][C:13]1[CH:18]=[CH:17][C:16]([NH:19][C:20](=[O:39])[C:21]2[CH:26]=[CH:25][C:24]([CH3:27])=[C:23]([C:28]#[C:29][C:30]3[N:34]4[N:35]=[CH:36][CH:37]=[CH:38][C:33]4=[N:32][CH:31]=3)[CH:22]=2)=[CH:15][C:14]=1[C:40]([F:41])([F:43])[F:42]. The yield is 0.650.